This data is from Full USPTO retrosynthesis dataset with 1.9M reactions from patents (1976-2016). The task is: Predict the reactants needed to synthesize the given product. Given the product [C:1]([O:5][C:6]([N:8]1[CH2:13][CH2:12][CH2:11][CH:10]([CH2:14][NH:15][C:16]2[C:21]([C:28]3[CH:27]=[N:26][N:25]([CH3:24])[CH:29]=3)=[CH:20][N:19]=[C:18]([Cl:23])[N:17]=2)[CH2:9]1)=[O:7])([CH3:4])([CH3:3])[CH3:2], predict the reactants needed to synthesize it. The reactants are: [C:1]([O:5][C:6]([N:8]1[CH2:13][CH2:12][CH2:11][CH:10]([CH2:14][NH:15][C:16]2[C:21](Br)=[CH:20][N:19]=[C:18]([Cl:23])[N:17]=2)[CH2:9]1)=[O:7])([CH3:4])([CH3:3])[CH3:2].[CH3:24][N:25]1[CH:29]=[C:28](B2OC(C)(C)C(C)(C)O2)[CH:27]=[N:26]1.[O-]P([O-])([O-])=O.[K+].[K+].[K+].